From a dataset of Catalyst prediction with 721,799 reactions and 888 catalyst types from USPTO. Predict which catalyst facilitates the given reaction. (1) Reactant: [O:1]1[CH:5]=[CH:4][N:3]=[CH:2]1.C([Li])CCC.[C:11]([O:15][C:16]([N:18]1[CH:23]2[CH2:24][CH2:25][CH:19]1[CH2:20][C:21](=[O:26])[CH2:22]2)=[O:17])([CH3:14])([CH3:13])[CH3:12].C(O)(=O)C. Product: [C:11]([O:15][C:16]([N:18]1[CH:23]2[CH2:24][CH2:25][CH:19]1[CH2:20][C:21]([OH:26])([C:2]1[O:1][CH:5]=[CH:4][N:3]=1)[CH2:22]2)=[O:17])([CH3:14])([CH3:12])[CH3:13]. The catalyst class is: 1. (2) Reactant: FC(F)(F)S(O[C:7]1[CH2:8][CH2:9][N:10]([C:13]([O:15][C:16]([CH3:19])([CH3:18])[CH3:17])=[O:14])[CH2:11][CH:12]=1)(=O)=O.[B:22].[B].[OH:24][C:25]([C:28]([OH:31])([CH3:30])[CH3:29])([CH3:27])[CH3:26].C([O-])(=O)C.[K+].ClCCl. Product: [C:16]([O:15][C:13]([N:10]1[CH2:11][CH:12]=[C:7]([B:22]2[O:31][C:28]([CH3:30])([CH3:29])[C:25]([CH3:27])([CH3:26])[O:24]2)[CH2:8][CH2:9]1)=[O:14])([CH3:19])([CH3:18])[CH3:17]. The catalyst class is: 9. (3) Reactant: [F:1][C:2]1[C:22]([F:23])=[CH:21][C:5]2[N:6]([CH2:9][C:10]3[CH:20]=[CH:19][C:13]4[N:14]=[C:15]([S:17][CH3:18])[S:16][C:12]=4[CH:11]=3)[CH:7]=[N:8][C:4]=2[CH:3]=1.ClC1C=CC=C(C(OO)=[O:32])C=1. Product: [F:1][C:2]1[C:22]([F:23])=[CH:21][C:5]2[N:6]([CH2:9][C:10]3[CH:20]=[CH:19][C:13]4[N:14]=[C:15]([S:17]([CH3:18])=[O:32])[S:16][C:12]=4[CH:11]=3)[CH:7]=[N:8][C:4]=2[CH:3]=1. The catalyst class is: 91. (4) Reactant: [OH:1][C:2]1[CH:12]=[CH:11][C:5]([C:6]([O:8][CH2:9][CH3:10])=[O:7])=[CH:4][CH:3]=1.[OH-].[Na+].[Cl-].CS(O[CH2:21][CH2:22][NH+:23]([CH3:25])[CH3:24])(=O)=O.C(O)(=O)C. Product: [CH3:24][N:23]([CH3:25])[CH2:22][CH2:21][O:1][C:2]1[CH:3]=[CH:4][C:5]([C:6]([O:8][CH2:9][CH3:10])=[O:7])=[CH:11][CH:12]=1. The catalyst class is: 57. (5) Reactant: [Br:1][C:2]1[CH:3]=[CH:4][C:5]([C:8]([OH:11])([CH3:10])[CH3:9])=[N:6][CH:7]=1.[H-].[Na+].[CH3:14]I. Product: [Br:1][C:2]1[CH:3]=[CH:4][C:5]([C:8]([O:11][CH3:14])([CH3:9])[CH3:10])=[N:6][CH:7]=1. The catalyst class is: 3. (6) Reactant: [F:1][C:2]1[CH:3]=[C:4]([CH:9]2[N:14]([C:15]([O:17][C:18]3[CH:23]=[CH:22][C:21]([N+:24]([O-:26])=[O:25])=[CH:20][CH:19]=3)=[O:16])[C:13]([O:27]C)=[N:12][C:11]([CH3:29])=[C:10]2[C:30]([O:32][CH3:33])=[O:31])[CH:5]=[CH:6][C:7]=1[F:8].[Br:34]Br. Product: [F:1][C:2]1[CH:3]=[C:4]([CH:9]2[N:14]([C:15]([O:17][C:18]3[CH:23]=[CH:22][C:21]([N+:24]([O-:26])=[O:25])=[CH:20][CH:19]=3)=[O:16])[C:13](=[O:27])[NH:12][C:11]([CH2:29][Br:34])=[C:10]2[C:30]([O:32][CH3:33])=[O:31])[CH:5]=[CH:6][C:7]=1[F:8]. The catalyst class is: 22. (7) Reactant: [C:1]([O:5][C:6](=[O:26])[CH:7]([C:15]1[CH:20]=[C:19]([C:21]([O:23][CH3:24])=[O:22])[CH:18]=[CH:17][C:16]=1[NH2:25])[C:8]([O:10][C:11]([CH3:14])([CH3:13])[CH3:12])=[O:9])([CH3:4])([CH3:3])[CH3:2].[CH2:27]([O:34][C:35]([N:37]1[CH2:42][CH2:41][C:40](=O)[CH2:39][CH2:38]1)=[O:36])[C:28]1[CH:33]=[CH:32][CH:31]=[CH:30][CH:29]=1.C(O)(=O)C.C(O[BH-](OC(=O)C)OC(=O)C)(=O)C.[Na+]. Product: [C:11]([O:10][C:8](=[O:9])[CH:7]([C:15]1[CH:20]=[C:19]([C:21]([O:23][CH3:24])=[O:22])[CH:18]=[CH:17][C:16]=1[NH:25][CH:40]1[CH2:41][CH2:42][N:37]([C:35]([O:34][CH2:27][C:28]2[CH:29]=[CH:30][CH:31]=[CH:32][CH:33]=2)=[O:36])[CH2:38][CH2:39]1)[C:6]([O:5][C:1]([CH3:2])([CH3:3])[CH3:4])=[O:26])([CH3:14])([CH3:13])[CH3:12]. The catalyst class is: 26. (8) Reactant: C([O:3][C:4]([C:6]1[N:10]([CH3:11])[N:9]=[C:8]([C:12]([CH3:15])([CH3:14])[CH3:13])[C:7]=1[CH3:16])=[O:5])C.[OH-].[Na+]. Product: [C:12]([C:8]1[C:7]([CH3:16])=[C:6]([C:4]([OH:5])=[O:3])[N:10]([CH3:11])[N:9]=1)([CH3:15])([CH3:13])[CH3:14]. The catalyst class is: 71. (9) Reactant: [N+:1]([C:4]1[CH:5]=[C:6]2[C:10](=[CH:11][CH:12]=1)[NH:9][CH:8]=[CH:7]2)([O-:3])=[O:2].Br[CH2:14][C:15]1[CH:20]=[CH:19][CH:18]=[C:17]([O:21][C:22]([F:25])([F:24])[F:23])[CH:16]=1.C(=O)([O-])[O-].[K+].[K+]. Product: [N+:1]([C:4]1[CH:5]=[C:6]2[C:10](=[CH:11][CH:12]=1)[N:9]([CH2:14][C:15]1[CH:20]=[CH:19][CH:18]=[C:17]([O:21][C:22]([F:23])([F:24])[F:25])[CH:16]=1)[CH:8]=[CH:7]2)([O-:3])=[O:2]. The catalyst class is: 9.